From a dataset of Full USPTO retrosynthesis dataset with 1.9M reactions from patents (1976-2016). Predict the reactants needed to synthesize the given product. (1) Given the product [CH2:51]([O:52][C@H:11]1[C@H:12]([O:39][CH2:43][C:44]2[CH:49]=[CH:48][CH:47]=[CH:46][CH:45]=2)[C@@H:13]([O:38][CH2:14][C:18]2[CH:23]=[CH:22][CH:21]=[CH:20][CH:19]=2)[C@@:14]([C:18]2[CH:23]=[CH:22][C:21]([Cl:24])=[C:20]([CH2:25][C:26]3[CH:27]=[CH:28][C:29]([O:32][CH2:33][C:34]([F:35])([F:36])[F:37])=[CH:30][CH:31]=3)[CH:19]=2)([O:16][CH3:17])[O:15][C@@H:10]1[CH2:9][O:8][Si:1]([C:4]([CH3:5])([CH3:6])[CH3:7])([CH3:2])[CH3:3])[C:29]1[CH:28]=[CH:27][CH:26]=[CH:31][CH:30]=1, predict the reactants needed to synthesize it. The reactants are: [Si:1]([O:8][CH2:9][C@H:10]1[O:15][C@:14]([C:18]2[CH:23]=[CH:22][C:21]([Cl:24])=[C:20]([CH2:25][C:26]3[CH:31]=[CH:30][C:29]([O:32][CH2:33][C:34]([F:37])([F:36])[F:35])=[CH:28][CH:27]=3)[CH:19]=2)([O:16][CH3:17])[C@H:13]([OH:38])[C@@H:12]([OH:39])[C@@H:11]1O)([C:4]([CH3:7])([CH3:6])[CH3:5])([CH3:3])[CH3:2].[H-].[Na+].[CH2:43](Br)[C:44]1[CH:49]=[CH:48][CH:47]=[CH:46][CH:45]=1.[CH3:51][OH:52]. (2) Given the product [C:1]1(/[CH:7]=[CH:8]/[C:9]2[CH:10]=[CH:11][CH:12]=[CH:13][CH:14]=2)[CH:6]=[CH:5][CH:4]=[CH:3][CH:2]=1, predict the reactants needed to synthesize it. The reactants are: [C:1]1(/[CH:7]=[CH:8]\[C:9]2[CH:14]=[CH:13][CH:12]=[CH:11][CH:10]=2)[CH:6]=[CH:5][CH:4]=[CH:3][CH:2]=1.[CH2-]C(C)=O.